This data is from Catalyst prediction with 721,799 reactions and 888 catalyst types from USPTO. The task is: Predict which catalyst facilitates the given reaction. (1) Reactant: [F:1][C:2]1[CH:9]=[C:8]([O:10]C)[C:7]([O:12]C)=[CH:6][C:3]=1[CH:4]=[O:5].B(Br)(Br)Br. Product: [F:1][C:2]1[CH:9]=[C:8]([OH:10])[C:7]([OH:12])=[CH:6][C:3]=1[CH:4]=[O:5]. The catalyst class is: 2. (2) Reactant: C1C=C[NH+]=CC=1.[O-][Cr](Cl)(=O)=O.[C:12]([O:20][C@@H:21]1[C@H:27]([O:28][C:29](=O)[C:30]2[CH:35]=[CH:34][CH:33]=[CH:32][CH:31]=2)[C@@H:26]([O:37][C:38](=O)[C:39]2[CH:44]=[CH:43][CH:42]=[CH:41][CH:40]=2)[C@H:25]([CH3:46])[O:24][CH:22]1[OH:23])(=O)[C:13]1[CH:18]=[CH:17][CH:16]=[CH:15][CH:14]=1.CCOCC. Product: [CH2:12]([O:20][C@@H:21]1[C@H:27]([O:28][CH2:29][C:30]2[CH:31]=[CH:32][CH:33]=[CH:34][CH:35]=2)[C@@H:26]([O:37][CH2:38][C:39]2[CH:44]=[CH:43][CH:42]=[CH:41][CH:40]=2)[C@H:25]([CH3:46])[O:24][C:22]1=[O:23])[C:13]1[CH:14]=[CH:15][CH:16]=[CH:17][CH:18]=1. The catalyst class is: 2.